Dataset: Full USPTO retrosynthesis dataset with 1.9M reactions from patents (1976-2016). Task: Predict the reactants needed to synthesize the given product. (1) Given the product [CH3:1][N:2]([CH3:3])[S:5]([C:8]1[CH:9]=[CH:10][C:11]([CH2:14][C:15]([OH:17])=[O:16])=[CH:12][CH:13]=1)(=[O:7])=[O:6], predict the reactants needed to synthesize it. The reactants are: [CH3:1][NH:2][CH3:3].Cl[S:5]([C:8]1[CH:13]=[CH:12][C:11]([CH2:14][C:15]([OH:17])=[O:16])=[CH:10][CH:9]=1)(=[O:7])=[O:6]. (2) Given the product [CH3:1][C:2]1[N:3]=[CH:4][C:5]([CH2:6][NH:7][C:26](=[O:25])[O:28][C:29]([CH3:32])([CH3:31])[CH3:30])=[C:8]([C:10]([F:11])([F:13])[F:12])[CH:9]=1, predict the reactants needed to synthesize it. The reactants are: [CH3:1][C:2]1[CH:9]=[C:8]([C:10]([F:13])([F:12])[F:11])[C:5]([C:6]#[N:7])=[CH:4][N:3]=1.[OH-].[NH4+].CCN(C(C)C)C(C)C.[O:25](C(OC(C)(C)C)=O)[C:26]([O:28][C:29]([CH3:32])([CH3:31])[CH3:30])=O.